From a dataset of Full USPTO retrosynthesis dataset with 1.9M reactions from patents (1976-2016). Predict the reactants needed to synthesize the given product. (1) The reactants are: [NH:1]([C:3]1[NH:8][C:7](=[O:9])[N:6]([CH3:10])[C:5](=[O:11])[CH:4]=1)[NH2:2].[C:12]1([CH:22]=O)[C:21]2[C:16](=[CH:17][CH:18]=[CH:19][CH:20]=2)[CH:15]=[CH:14][CH:13]=1. Given the product [CH3:10][N:6]1[C:5](=[O:11])[CH:4]=[C:3]([NH:1][N:2]=[CH:22][C:12]2[C:21]3[C:16](=[CH:17][CH:18]=[CH:19][CH:20]=3)[CH:15]=[CH:14][CH:13]=2)[NH:8][C:7]1=[O:9], predict the reactants needed to synthesize it. (2) Given the product [Cl:8][CH2:9][CH2:10][CH2:11][C:13]1[CH:22]=[CH:21][C:16]2[NH:17][C:18](=[O:20])[S:19][C:15]=2[CH:14]=1, predict the reactants needed to synthesize it. The reactants are: C([SiH](CC)CC)C.[Cl:8][CH2:9][CH2:10][C:11]([C:13]1[CH:22]=[CH:21][C:16]2[NH:17][C:18](=[O:20])[S:19][C:15]=2[CH:14]=1)=O. (3) Given the product [CH2:1]([O:3][C:4](=[O:35])[C:5]([O:23][C:24]1[CH:29]=[CH:28][C:27]([O:30][C:31]([F:33])([F:32])[F:34])=[CH:26][CH:25]=1)([CH3:22])[CH2:6][C:8]1[CH:13]=[CH:12][C:11]([O:14][CH2:15][C:16]2[CH:21]=[CH:20][CH:19]=[CH:18][CH:17]=2)=[CH:10][CH:9]=1)[CH3:2], predict the reactants needed to synthesize it. The reactants are: [CH2:1]([O:3][C:4](=[O:35])[C:5]([O:23][C:24]1[CH:29]=[CH:28][C:27]([O:30][C:31]([F:34])([F:33])[F:32])=[CH:26][CH:25]=1)([CH3:22])[CH:6]([C:8]1[CH:13]=[CH:12][C:11]([O:14][CH2:15][C:16]2[CH:21]=[CH:20][CH:19]=[CH:18][CH:17]=2)=[CH:10][CH:9]=1)O)[CH3:2].B(F)(F)F.CCOCC.C([SiH](CC)CC)C.C([O-])([O-])=O.[Na+].[Na+]. (4) Given the product [Si:19]([O:14][CH2:13][CH:9]([CH2:8][C:5]1[CH:4]=[CH:3][C:2]([F:1])=[CH:7][CH:6]=1)[C:10]([OH:12])=[O:11])([C:15]([CH3:18])([CH3:17])[CH3:16])([CH3:21])[CH3:20], predict the reactants needed to synthesize it. The reactants are: [F:1][C:2]1[CH:7]=[CH:6][C:5]([CH2:8][CH:9]([CH2:13][OH:14])[C:10]([OH:12])=[O:11])=[CH:4][CH:3]=1.[C:15]([Si:19](Cl)([CH3:21])[CH3:20])([CH3:18])([CH3:17])[CH3:16].N1C=CN=C1. (5) The reactants are: [C:1]([Si:3]([CH3:6])([CH3:5])[CH3:4])#[CH:2].Br[C:8]1[CH:13]=[CH:12][C:11]([CH2:14][CH2:15][O:16][CH3:17])=[CH:10][CH:9]=1. Given the product [CH3:17][O:16][CH2:15][CH2:14][C:11]1[CH:12]=[CH:13][C:8]([C:2]#[C:1][Si:3]([CH3:6])([CH3:5])[CH3:4])=[CH:9][CH:10]=1, predict the reactants needed to synthesize it. (6) Given the product [CH3:9][O:10][C:11]1[CH:16]=[CH:15][C:14]2[C:17]3[NH:21][N:20]=[C:19]([CH3:22])[C:18]=3[N:23]=[C:17]([C:14]3[CH:15]=[CH:16][CH:11]=[CH:12][CH:13]=3)[C:13]=2[CH:12]=1, predict the reactants needed to synthesize it. The reactants are: S(S([O-])=O)([O-])=O.[Na+].[Na+].[CH3:9][O:10][C:11]1[CH:16]=[CH:15][C:14]([C:17]2[NH:21][N:20]=[C:19]([CH3:22])[C:18]=2[N:23]=O)=[CH:13][CH:12]=1.O. (7) Given the product [CH3:1][O:2][CH2:3][O:4][C:5]1[CH:13]=[CH:12][C:11]([I:44])=[C:10]2[C:6]=1[CH:7]([OH:24])[N:8]([C:15]([CH3:16])([C:17]1[CH:22]=[CH:21][CH:20]=[CH:19][CH:18]=1)[CH3:23])[C:9]2=[O:14], predict the reactants needed to synthesize it. The reactants are: [CH3:1][O:2][CH2:3][O:4][C:5]1[CH:13]=[CH:12][CH:11]=[C:10]2[C:6]=1[CH:7]([OH:24])[N:8]([C:15]([CH3:23])([C:17]1[CH:22]=[CH:21][CH:20]=[CH:19][CH:18]=1)[CH3:16])[C:9]2=[O:14].CN(CCN(C)C)C.C([Li])(CC)C.CCCCCC.[I:44]I.